Dataset: Peptide-MHC class I binding affinity with 185,985 pairs from IEDB/IMGT. Task: Regression. Given a peptide amino acid sequence and an MHC pseudo amino acid sequence, predict their binding affinity value. This is MHC class I binding data. (1) The peptide sequence is CSYKIGHHV. The MHC is HLA-A01:01 with pseudo-sequence HLA-A01:01. The binding affinity (normalized) is 0.623. (2) The peptide sequence is YMKPGSSPL. The MHC is HLA-C15:02 with pseudo-sequence HLA-C15:02. The binding affinity (normalized) is 0.0847. (3) The peptide sequence is FLILPQAKK. The MHC is HLA-A02:01 with pseudo-sequence HLA-A02:01. The binding affinity (normalized) is 0. (4) The peptide sequence is QMRDVLGTF. The MHC is HLA-A30:01 with pseudo-sequence HLA-A30:01. The binding affinity (normalized) is 0.0847. (5) The peptide sequence is CASSSDWFY. The MHC is HLA-A80:01 with pseudo-sequence HLA-A80:01. The binding affinity (normalized) is 0.0847.